Dataset: Tyrosyl-DNA phosphodiesterase HTS with 341,365 compounds. Task: Binary Classification. Given a drug SMILES string, predict its activity (active/inactive) in a high-throughput screening assay against a specified biological target. (1) The drug is Clc1cc([N+]([O-])=O)c(C(OCC(=O)N2CCCC2=O)=O)cc1. The result is 0 (inactive). (2) The drug is O1C2(C1C)CC(C(O)(C)C(OCC=1C(=O)C(OC2=O)CCN(CC1)C)=O)C. The result is 0 (inactive). (3) The result is 0 (inactive). The drug is O=C/1N(C(=C(C(=O)C1=C(/NOCC=C)C)C)c1ccccc1)c1ccccc1. (4) The result is 0 (inactive). The drug is s1c(c2nc(sc2)Nc2ccc(cc2)C)c(nc1NC(=O)c1ccc([N+]([O-])=O)cc1)C. (5) The compound is S(=O)(=O)(N1CC(CC(C1)C)C)c1ccc(cc1)C(=O)NNc1sc2c(n1)c(cc(c2)C)C. The result is 0 (inactive). (6) The drug is S(c1n(C(C)C)c(nn1)C)CC(=O)Nc1sccn1. The result is 0 (inactive).